Dataset: Reaction yield outcomes from USPTO patents with 853,638 reactions. Task: Predict the reaction yield, written as a fraction of the theoretical maximum amount of product (1.0 means a 100% yield; for example, 0.34 means a 34% yield). (1) The reactants are [NH2:1][CH2:2][CH2:3][CH2:4][OH:5].[C:6](O[C:6]([O:8][C:9]([CH3:12])([CH3:11])[CH3:10])=[O:7])([O:8][C:9]([CH3:12])([CH3:11])[CH3:10])=[O:7]. The catalyst is C(Cl)(Cl)Cl. The product is [C:6]([NH:1][CH2:2][CH2:3][CH2:4][OH:5])([O:8][C:9]([CH3:12])([CH3:11])[CH3:10])=[O:7]. The yield is 0.970. (2) The reactants are [Cl:1][C:2]1[C:11]([NH:12][NH2:13])=[N:10][C:9]2[C:4](=[CH:5][CH:6]=[C:7]([Cl:14])[CH:8]=2)[N:3]=1.C(N(CC)CC)C.C1COCC1.[S:27]1[CH:31]=[CH:30][CH:29]=[C:28]1[CH2:32][C:33](Cl)=[O:34]. The catalyst is CCOC(C)=O. The product is [Cl:1][C:2]1[C:11]([NH:12][NH:13][C:33](=[O:34])[CH2:32][C:28]2[S:27][CH:31]=[CH:30][CH:29]=2)=[N:10][C:9]2[C:4]([N:3]=1)=[CH:5][CH:6]=[C:7]([Cl:14])[CH:8]=2. The yield is 0.650. (3) The reactants are [N+:1]([C:4]1[CH:40]=[CH:39][C:7]([O:8][C:9]2[CH:14]=[CH:13][C:12]([O:15][C:16]3[CH:21]=[CH:20][C:19]([N+:22]([O-])=O)=[CH:18][CH:17]=3)=[CH:11][C:10]=2[P:25](=[O:38])([C:32]2[CH:37]=[CH:36][CH:35]=[CH:34][CH:33]=2)[C:26]2[CH:31]=[CH:30][CH:29]=[CH:28][CH:27]=2)=[CH:6][CH:5]=1)([O-])=O. The catalyst is [Pd].O1CCOCC1. The product is [NH2:1][C:4]1[CH:5]=[CH:6][C:7]([O:8][C:9]2[CH:14]=[CH:13][C:12]([O:15][C:16]3[CH:17]=[CH:18][C:19]([NH2:22])=[CH:20][CH:21]=3)=[CH:11][C:10]=2[P:25](=[O:38])([C:26]2[CH:31]=[CH:30][CH:29]=[CH:28][CH:27]=2)[C:32]2[CH:37]=[CH:36][CH:35]=[CH:34][CH:33]=2)=[CH:39][CH:40]=1. The yield is 0.800. (4) The yield is 0.450. The reactants are [NH:1]1[CH:5]=[CH:4][CH:3]=[N:2]1.C([O-])([O-])=O.[Cs+].[Cs+].Br[CH:13]1[CH2:16][CH2:15][CH2:14]1. The catalyst is CC#N. The product is [CH:13]1([N:1]2[CH:5]=[CH:4][CH:3]=[N:2]2)[CH2:16][CH2:15][CH2:14]1. (5) The reactants are Br[C:2]1[S:6][C:5]([C:7]2[N:8]=[C:9]3[CH:14]=[N:13][CH:12]=[CH:11][N:10]3[C:15]=2[NH:16][C:17]([CH3:20])([CH3:19])[CH3:18])=[CH:4][CH:3]=1.[C:21]1([C:27]#[CH:28])[CH:26]=[CH:25][CH:24]=[CH:23][CH:22]=1.C(N(CC)CC)C.C(=O)([O-])[O-].[Na+].[Na+]. The catalyst is CN(C=O)C.CC(=O)OCC.Cl[Pd](Cl)([P](C1C=CC=CC=1)(C1C=CC=CC=1)C1C=CC=CC=1)[P](C1C=CC=CC=1)(C1C=CC=CC=1)C1C=CC=CC=1.[Cu]I. The product is [C:17]([NH:16][C:15]1[N:10]2[CH:11]=[CH:12][N:13]=[CH:14][C:9]2=[N:8][C:7]=1[C:5]1[S:6][C:2]([C:28]#[C:27][C:21]2[CH:26]=[CH:25][CH:24]=[CH:23][CH:22]=2)=[CH:3][CH:4]=1)([CH3:20])([CH3:19])[CH3:18]. The yield is 0.730. (6) The reactants are Br[CH2:2][CH2:3][CH2:4][OH:5].[CH3:6][N:7]1[CH2:12][CH2:11][NH:10][CH2:9][CH2:8]1.C(=O)([O-])[O-].[K+].[K+]. The catalyst is C(O)C. The product is [OH:5][CH2:4][CH2:3][CH2:2][N:10]1[CH2:11][CH2:12][N:7]([CH3:6])[CH2:8][CH2:9]1. The yield is 0.530. (7) The reactants are [CH2:1](Cl)CCl.[N:5]1[C:14]2[NH:13][CH2:12][CH2:11][CH2:10][C:9]=2[CH:8]=[C:7](/[CH:15]=[CH:16]/[C:17]([OH:19])=O)[CH:6]=1.C[N:21]1[C:29]2[C:24](=[CH:25][CH:26]=[CH:27][CH:28]=2)[CH:23]=[C:22]1[CH2:30][NH:31][CH3:32].C1C=CC2N(O)N=NC=2C=1.O.CCN(CC)CC. The catalyst is CN(C=O)C. The product is [CH3:32][N:31]([CH:30]([CH3:1])[C:22]1[NH:21][C:29]2[C:24]([CH:23]=1)=[CH:25][CH:26]=[CH:27][CH:28]=2)[C:17](=[O:19])/[CH:16]=[CH:15]/[C:7]1[CH:6]=[N:5][C:14]2[NH:13][CH2:12][CH2:11][CH2:10][C:9]=2[CH:8]=1. The yield is 0.700. (8) The reactants are [C:1]([C:3]1[CH:4]=[C:5]2[C:10](=[CH:11][CH:12]=1)[NH:9][CH2:8][C@@H:7]([NH:13][S:14]([C:17]1[CH:22]=[CH:21][CH:20]=[CH:19][CH:18]=1)(=[O:16])=[O:15])[CH2:6]2)#[N:2].C(O)(=O)C.C1COCC1.I([Cl:35])(=O)=O.I(Cl)(=O)=O.I(Cl)(=O)=O.I(Cl)(=O)=O.C([N+](C)(C)C)C1C=CC=CC=1. The catalyst is C(Cl)Cl. The product is [Cl:35][C:11]1[CH:12]=[C:3]([C:1]#[N:2])[CH:4]=[C:5]2[C:10]=1[NH:9][CH2:8][CH:7]([NH:13][S:14]([C:17]1[CH:22]=[CH:21][CH:20]=[CH:19][CH:18]=1)(=[O:16])=[O:15])[CH2:6]2. The yield is 0.590. (9) The reactants are [Br:1][C:2]1[CH:3]=[CH:4][C:5]([F:27])=[C:6]([C@:8]([NH:15][CH2:16][C:17]2[CH:22]=[CH:21][C:20]([O:23][CH3:24])=[CH:19][C:18]=2[O:25][CH3:26])([CH3:14])[CH2:9][S:10][CH2:11][C:12]#[N:13])[CH:7]=1.C(N(CC)CC)C.[F:35][C:36]([F:47])([F:46])[C:37](O[C:37](=[O:38])[C:36]([F:47])([F:46])[F:35])=[O:38]. The catalyst is ClCCl. The product is [Br:1][C:2]1[CH:3]=[CH:4][C:5]([F:27])=[C:6]([C@:8]([N:15]([CH2:16][C:17]2[CH:22]=[CH:21][C:20]([O:23][CH3:24])=[CH:19][C:18]=2[O:25][CH3:26])[C:37](=[O:38])[C:36]([F:47])([F:46])[F:35])([CH3:14])[CH2:9][S:10][CH2:11][C:12]#[N:13])[CH:7]=1. The yield is 0.936.